From a dataset of Catalyst prediction with 721,799 reactions and 888 catalyst types from USPTO. Predict which catalyst facilitates the given reaction. (1) Product: [O:16]=[C:15]1[NH:14][C:12](=[O:13])[CH2:11][N:1]1[C:2]1[CH:3]=[C:4]([CH:7]=[CH:8][CH:9]=1)[C:5]#[N:6]. Reactant: [NH2:1][C:2]1[CH:3]=[C:4]([CH:7]=[CH:8][CH:9]=1)[C:5]#[N:6].Cl[CH2:11][C:12]([N:14]=[C:15]=[O:16])=[O:13].C1CCN2C(=NCCC2)CC1. The catalyst class is: 12. (2) Reactant: [Cl:1][C:2]1[CH:18]=[CH:17][CH:16]=[CH:15][C:3]=1[CH2:4][O:5][C:6]1[CH:11]=[CH:10][C:9]([F:12])=[CH:8][C:7]=1[CH2:13]O.[BrH:19].[C:20]1([P:26]([C:33]2[CH:38]=[CH:37][CH:36]=[CH:35][CH:34]=2)[C:27]2[CH:32]=[CH:31][CH:30]=[CH:29][CH:28]=2)[CH:25]=[CH:24][CH:23]=[CH:22][CH:21]=1. Product: [Br-:19].[Cl:1][C:2]1[CH:18]=[CH:17][CH:16]=[CH:15][C:3]=1[CH2:4][O:5][C:6]1[CH:11]=[CH:10][C:9]([F:12])=[CH:8][C:7]=1[CH2:13][P+:26]([C:27]1[CH:28]=[CH:29][CH:30]=[CH:31][CH:32]=1)([C:33]1[CH:38]=[CH:37][CH:36]=[CH:35][CH:34]=1)[C:20]1[CH:21]=[CH:22][CH:23]=[CH:24][CH:25]=1. The catalyst class is: 10. (3) Reactant: NC1C(C(N[C:15]2[CH:16]=[N:17][CH:18]=[C:19](F)[C:20]=2N2CCN(C(C3CNC3)=O)CC2)=O)=C2N=CC(F)=CN2N=1.[C:34]([O-:37])(O)=[O:35].[Na+].[CH3:51][C:50]([O:49][C:47](O[C:47]([O:49][C:50]([CH3:53])([CH3:52])[CH3:51])=[O:48])=[O:48])([CH3:53])[CH3:52]. Product: [C:50]([O:49][C:47]([N:17]1[CH2:18][C:19]2[CH:18]=[N:17][CH:16]=[C:15]([C:34]([OH:37])=[O:35])[C:20]=2[CH2:15][CH2:16]1)=[O:48])([CH3:51])([CH3:52])[CH3:53]. The catalyst class is: 127. (4) Reactant: [O:1]=[C:2]1[N:8]([CH:9]2[CH2:14][CH2:13][N:12]([C:15]([O:17][C@@H:18]([C:34]([OH:36])=[O:35])[CH2:19][C:20]3[CH:25]=[CH:24][C:23]([O:26]CC4C=CC=CC=4)=[CH:22][CH:21]=3)=[O:16])[CH2:11][CH2:10]2)[CH2:7][CH2:6][C:5]2[CH:37]=[CH:38][CH:39]=[CH:40][C:4]=2[NH:3]1.C(N(CC)CC)C. Product: [O:1]=[C:2]1[N:8]([CH:9]2[CH2:14][CH2:13][N:12]([C:15]([O:17][C@@H:18]([C:34]([OH:36])=[O:35])[CH2:19][C:20]3[CH:25]=[CH:24][C:23]([OH:26])=[CH:22][CH:21]=3)=[O:16])[CH2:11][CH2:10]2)[CH2:7][CH2:6][C:5]2[CH:37]=[CH:38][CH:39]=[CH:40][C:4]=2[NH:3]1. The catalyst class is: 19. (5) Reactant: [CH2:1]([O:3][C:4](=[O:28])[NH:5][C:6]1[CH:11]=[CH:10][CH:9]=[C:8]([CH2:12][N:13]2[C:18](=[O:19])[CH:17]=[CH:16][C:15]([C:20]3[CH:25]=[CH:24][C:23]([C:26]#[N:27])=[CH:22][CH:21]=3)=[N:14]2)[CH:7]=1)[CH3:2].[Cl-].[OH:30][NH3+:31].C(N(CC)CC)C. Product: [CH2:1]([O:3][C:4](=[O:28])[NH:5][C:6]1[CH:11]=[CH:10][CH:9]=[C:8]([CH2:12][N:13]2[C:18](=[O:19])[CH:17]=[CH:16][C:15]([C:20]3[CH:21]=[CH:22][C:23]([C:26](=[NH:27])[NH:31][OH:30])=[CH:24][CH:25]=3)=[N:14]2)[CH:7]=1)[CH3:2]. The catalyst class is: 8. (6) Reactant: S(Cl)(Cl)=O.[C:5]1([CH2:11][C:12]([OH:14])=O)[CH:10]=[CH:9][CH:8]=[CH:7][CH:6]=1.C1(CC(Cl)=O)C=CC=CC=1.[NH2:25][C:26]1[CH:27]=[N:28][C:29]2[C:34]([C:35]=1[OH:36])=[CH:33][CH:32]=[CH:31][CH:30]=2. Product: [OH:36][C:35]1[C:34]2[C:29](=[CH:30][CH:31]=[CH:32][CH:33]=2)[N:28]=[CH:27][C:26]=1[NH:25][C:12](=[O:14])[CH2:11][C:5]1[CH:6]=[CH:7][CH:8]=[CH:9][CH:10]=1. The catalyst class is: 884. (7) Product: [CH3:1][Si:2]([CH3:55])([CH3:54])[CH2:3][CH2:4][O:5][CH2:6][N:7]([CH2:46][O:47][CH2:48][CH2:49][Si:50]([CH3:53])([CH3:52])[CH3:51])[C:8]1[N:13]2[N:14]=[CH:15][C:16]([C:17]3[CH:18]=[N:19][C:20]([C:23]4[CH:28]=[CH:27][CH:26]=[CH:25][CH:24]=4)=[CH:21][CH:22]=3)=[C:12]2[N:11]=[C:10]([CH:29]2[CH2:36][CH:35]3[N:37]([C:38]([O:40][C:41]([CH3:44])([CH3:43])[CH3:42])=[O:39])[CH:31]([CH2:32][O:33][CH2:34]3)[CH2:30]2)[C:9]=1[C:61]([O:63][CH2:64][CH3:65])=[CH2:62].[CH3:53][Si:50]([CH3:52])([CH3:51])[CH2:49][CH2:48][O:47][CH2:46][N:7]([CH2:6][O:5][CH2:4][CH2:3][Si:2]([CH3:55])([CH3:54])[CH3:1])[C:8]1[N:13]2[N:14]=[CH:15][C:16]([C:17]3[CH:18]=[N:19][C:20]([C:23]4[CH:28]=[CH:27][CH:26]=[CH:25][CH:24]=4)=[CH:21][CH:22]=3)=[C:12]2[N:11]=[C:10]([CH:29]2[CH2:30][CH:31]3[N:37]([C:38]([O:40][CH2:56][CH2:57][CH2:58][CH3:59])=[O:39])[CH:35]([CH2:34][O:33][CH2:32]3)[CH2:36]2)[C:9]=1[C:78]([O:77][CH2:76][CH3:75])=[CH2:79]. The catalyst class is: 73. Reactant: [CH3:1][Si:2]([CH3:55])([CH3:54])[CH2:3][CH2:4][O:5][CH2:6][N:7]([CH2:46][O:47][CH2:48][CH2:49][Si:50]([CH3:53])([CH3:52])[CH3:51])[C:8]1[N:13]2[N:14]=[CH:15][C:16]([C:17]3[CH:18]=[N:19][C:20]([C:23]4[CH:28]=[CH:27][CH:26]=[CH:25][CH:24]=4)=[CH:21][CH:22]=3)=[C:12]2[N:11]=[C:10]([CH:29]2[CH2:36][CH:35]3[N:37]([C:38]([O:40][C:41]([CH3:44])([CH3:43])[CH3:42])=[O:39])[CH:31]([CH2:32][O:33][CH2:34]3)[CH2:30]2)[C:9]=1Br.[CH2:56]([Sn](CCCC)(CCCC)[C:61]([O:63][CH2:64][CH3:65])=[CH2:62])[CH2:57][CH2:58][CH3:59].O1[CH2:79][CH2:78][O:77][CH2:76][CH2:75]1.